Dataset: TCR-epitope binding with 47,182 pairs between 192 epitopes and 23,139 TCRs. Task: Binary Classification. Given a T-cell receptor sequence (or CDR3 region) and an epitope sequence, predict whether binding occurs between them. (1) The epitope is LLQTGIHVRVSQPSL. The TCR CDR3 sequence is CASSPRTGTYNEQFF. Result: 1 (the TCR binds to the epitope). (2) The epitope is RPRGEVRFL. The TCR CDR3 sequence is CASSLAWDRGTEAFF. Result: 0 (the TCR does not bind to the epitope).